From a dataset of Catalyst prediction with 721,799 reactions and 888 catalyst types from USPTO. Predict which catalyst facilitates the given reaction. (1) Reactant: [NH2:1][C:2]1[CH:7]=[CH:6][C:5]([O:8][CH3:9])=[CH:4][C:3]=1[CH2:10][CH:11]([OH:16])[C:12]([CH3:15])([CH3:14])[CH3:13].[CH:17]([C:19]1[CH:20]=[C:21]([CH:26]=[CH:27][CH:28]=1)[C:22]([O:24][CH3:25])=[O:23])=O.C(O[BH-](OC(=O)C)OC(=O)C)(=O)C.[Na+]. Product: [OH:16][CH:11]([C:12]([CH3:13])([CH3:15])[CH3:14])[CH2:10][C:3]1[CH:4]=[C:5]([O:8][CH3:9])[CH:6]=[CH:7][C:2]=1[NH:1][CH2:17][C:19]1[CH:20]=[C:21]([CH:26]=[CH:27][CH:28]=1)[C:22]([O:24][CH3:25])=[O:23]. The catalyst class is: 342. (2) Reactant: C(OC(=O)[NH:7][C:8]1([C:11]([N:13]2[CH2:18][CH2:17][N:16]([CH2:19][C:20]3[N:21]([CH3:46])[C:22]4[C:27]([N:28]=3)=[C:26]([N:29]3[CH2:34][CH2:33][O:32][CH2:31][CH2:30]3)[N:25]=[C:24]([N:35]3[C:39]5[CH:40]=[CH:41][CH:42]=[CH:43][C:38]=5[N:37]=[C:36]3[CH2:44][CH3:45])[N:23]=4)[CH2:15][CH2:14]2)=[O:12])[CH2:10][CH2:9]1)(C)(C)C. Product: [NH2:7][C:8]1([C:11]([N:13]2[CH2:14][CH2:15][N:16]([CH2:19][C:20]3[N:21]([CH3:46])[C:22]4[C:27]([N:28]=3)=[C:26]([N:29]3[CH2:34][CH2:33][O:32][CH2:31][CH2:30]3)[N:25]=[C:24]([N:35]3[C:39]5[CH:40]=[CH:41][CH:42]=[CH:43][C:38]=5[N:37]=[C:36]3[CH2:44][CH3:45])[N:23]=4)[CH2:17][CH2:18]2)=[O:12])[CH2:9][CH2:10]1. The catalyst class is: 157. (3) The catalyst class is: 1. Reactant: [C:1]([O:5][C:6]([N:8]1[CH2:13][CH2:12][CH:11]([OH:14])[CH2:10][CH2:9]1)=[O:7])([CH3:4])([CH3:3])[CH3:2].CC(C)([O-])C.[K+].[Cl:21][C:22]1[CH:27]=[C:26](Cl)[N:25]=[CH:24][N:23]=1.C(=O)(O)[O-].[Na+]. Product: [C:1]([O:5][C:6]([N:8]1[CH2:13][CH2:12][CH:11]([O:14][C:26]2[CH:27]=[C:22]([Cl:21])[N:23]=[CH:24][N:25]=2)[CH2:10][CH2:9]1)=[O:7])([CH3:4])([CH3:2])[CH3:3]. (4) Reactant: [NH2:1][C:2]1[CH:7]=[C:6]([Br:8])[CH:5]=[CH:4][C:3]=1[S:9][C:10]1[CH:15]=[CH:14][C:13]([OH:16])=[CH:12][CH:11]=1.C([C:19]1[C:20]([N:26]=[CH:27][N:28]([CH3:30])C)=[N:21][C:22]([CH3:25])=[CH:23][CH:24]=1)#N. Product: [Br:8][C:6]1[CH:5]=[CH:4][C:3]([S:9][C:10]2[CH:15]=[CH:14][C:13]([OH:16])=[CH:12][CH:11]=2)=[C:2]([NH:1][C:30]2[C:19]3[CH:24]=[CH:23][C:22]([CH3:25])=[N:21][C:20]=3[N:26]=[CH:27][N:28]=2)[CH:7]=1. The catalyst class is: 15. (5) Reactant: [C:1]([O:10]C)(=O)[C:2]1[C:3](=[CH:5][CH:6]=[CH:7][CH:8]=1)[SH:4].[CH2:12]([N:19]([C:21]1[CH:22]=[C:23]([CH:26]=[CH:27][N:28]=1)[C:24]#[N:25])[CH3:20])[C:13]1[CH:18]=[CH:17][CH:16]=[CH:15][CH:14]=1.C(N(CC)CC)C. Product: [CH2:12]([N:19]([C:21]1[CH:22]=[C:23]([C:24]2[S:4][C:3]3[CH:5]=[CH:6][CH:7]=[CH:8][C:2]=3[C:1](=[O:10])[N:25]=2)[CH:26]=[CH:27][N:28]=1)[CH3:20])[C:13]1[CH:14]=[CH:15][CH:16]=[CH:17][CH:18]=1. The catalyst class is: 11. (6) The catalyst class is: 87. Product: [C:44]([O:43][C:41]([NH:40][C:31]1([C:29]([NH:28][C@:23]2([C:21]([NH:20][S:19]([C:14]3[CH:15]=[CH:16][CH:17]=[CH:18][C:13]=3[NH:12][C:11]([CH2:10][CH2:9][CH2:8][CH2:7][CH2:6][CH2:5][CH2:4][C:3]([OH:51])=[O:2])=[O:50])(=[O:49])=[O:48])=[O:22])[CH2:25][C@H:24]2[CH:26]=[CH2:27])=[O:30])[CH2:32][C:33]2[C:38](=[CH:37][CH:36]=[CH:35][CH:34]=2)[CH2:39]1)=[O:42])([CH3:45])([CH3:46])[CH3:47]. Reactant: C[O:2][C:3](=[O:51])[CH2:4][CH2:5][CH2:6][CH2:7][CH2:8][CH2:9][CH2:10][C:11](=[O:50])[NH:12][C:13]1[CH:18]=[CH:17][CH:16]=[CH:15][C:14]=1[S:19](=[O:49])(=[O:48])[NH:20][C:21]([C@@:23]1([NH:28][C:29]([C:31]2([NH:40][C:41]([O:43][C:44]([CH3:47])([CH3:46])[CH3:45])=[O:42])[CH2:39][C:38]3[C:33](=[CH:34][CH:35]=[CH:36][CH:37]=3)[CH2:32]2)=[O:30])[CH2:25][C@H:24]1[CH:26]=[CH2:27])=[O:22].[Li+].[OH-]. (7) Reactant: [NH2:1][C@H:2]([C:5]1[N:14]([C:15]2[CH:20]=[CH:19][CH:18]=[CH:17][CH:16]=2)[C:13](=[O:21])[C:12]2[C:7](=[CH:8][CH:9]=[CH:10][C:11]=2[CH3:22])[N:6]=1)[CH2:3][CH3:4].Cl[C:24]1[N:29]=[CH:28][N:27]=[C:26]([NH2:30])[C:25]=1[C:31]1[O:35][N:34]=[C:33]([CH3:36])[N:32]=1.CCN(C(C)C)C(C)C.CCOC(C)=O. Product: [NH2:30][C:26]1[N:27]=[CH:28][N:29]=[C:24]([NH:1][C@H:2]([C:5]2[N:14]([C:15]3[CH:16]=[CH:17][CH:18]=[CH:19][CH:20]=3)[C:13](=[O:21])[C:12]3[C:7](=[CH:8][CH:9]=[CH:10][C:11]=3[CH3:22])[N:6]=2)[CH2:3][CH3:4])[C:25]=1[C:31]1[O:35][N:34]=[C:33]([CH3:36])[N:32]=1. The catalyst class is: 114. (8) Reactant: COC1C=C(OC)C=CC=1C[N:6]1[CH2:11][CH2:10][CH2:9][CH:8]([F:12])[S:7]1(=[O:14])=[O:13].FC(F)(F)C(O)=O. Product: [F:12][CH:8]1[S:7](=[O:14])(=[O:13])[NH:6][CH2:11][CH2:10][CH2:9]1. The catalyst class is: 2. (9) Reactant: Br[CH:2]([CH2:5][CH3:6])[CH2:3][CH3:4].[O:7]=[CH:8][C:9]1[CH:17]=[CH:16][C:14]([OH:15])=[C:11]([O:12][CH3:13])[CH:10]=1.C(=O)([O-])[O-].[K+].[K+]. Product: [CH3:13][O:12][C:11]1[CH:10]=[C:9]([CH:17]=[CH:16][C:14]=1[O:15][CH:2]([CH2:5][CH3:6])[CH2:3][CH3:4])[CH:8]=[O:7]. The catalyst class is: 14. (10) The catalyst class is: 2. Reactant: C(OC([N:8]1[CH2:13][CH2:12][CH:11]([C:14]2[CH:15]=[C:16]3[C:25](=[CH:26][CH:27]=2)[O:24][CH2:23][C:22]2[N:17]3[CH:18]([CH3:29])[C:19](=[O:28])[NH:20][N:21]=2)[CH2:10][CH2:9]1)=O)(C)(C)C.[C:30]([OH:36])([C:32]([F:35])([F:34])[F:33])=[O:31]. Product: [F:33][C:32]([F:35])([F:34])[C:30]([OH:36])=[O:31].[CH3:29][CH:18]1[N:17]2[C:22]([CH2:23][O:24][C:25]3[C:16]2=[CH:15][C:14]([CH:11]2[CH2:12][CH2:13][NH:8][CH2:9][CH2:10]2)=[CH:27][CH:26]=3)=[N:21][NH:20][C:19]1=[O:28].